From a dataset of Forward reaction prediction with 1.9M reactions from USPTO patents (1976-2016). Predict the product of the given reaction. (1) Given the reactants [Cl:1][C:2]1[CH:7]=[CH:6][C:5]([C:8]2([C:13](Cl)=[O:14])[CH2:12][CH2:11][CH2:10][CH2:9]2)=[CH:4][CH:3]=1.[CH3:16][NH:17][C@H:18]1[CH2:37][N:22]2[C:23]3[C:28]([C:29]([CH2:30][C:31]([O:33]CCC)=[O:32])=[C:21]2[CH2:20][CH2:19]1)=[CH:27][CH:26]=[CH:25][CH:24]=3, predict the reaction product. The product is: [Cl:1][C:2]1[CH:7]=[CH:6][C:5]([C:8]2([C:13]([N:17]([CH3:16])[C@H:18]3[CH2:37][N:22]4[C:23]5[C:28]([C:29]([CH2:30][C:31]([OH:33])=[O:32])=[C:21]4[CH2:20][CH2:19]3)=[CH:27][CH:26]=[CH:25][CH:24]=5)=[O:14])[CH2:12][CH2:11][CH2:10][CH2:9]2)=[CH:4][CH:3]=1. (2) Given the reactants [NH2:1][C:2]1[C:11](C#N)=[C:10]2[C:5]([CH2:6][CH:7]([C:18]3[CH:23]=[CH:22][C:21]([Cl:24])=[C:20]([Cl:25])[CH:19]=3)[C:8]3[CH:17]=[CH:16][CH:15]=[CH:14][C:9]=32)=[CH:4][N:3]=1, predict the reaction product. The product is: [Cl:25][C:20]1[CH:19]=[C:18]([CH:7]2[CH2:6][C:5]3[CH:4]=[N:3][C:2]([NH2:1])=[CH:11][C:10]=3[C:9]3[CH:14]=[CH:15][CH:16]=[CH:17][C:8]2=3)[CH:23]=[CH:22][C:21]=1[Cl:24].